This data is from Forward reaction prediction with 1.9M reactions from USPTO patents (1976-2016). The task is: Predict the product of the given reaction. (1) Given the reactants CCOCC.[F:6][C:7]1[CH:33]=[C:32]([S:34]([CH3:37])(=[O:36])=[O:35])[CH:31]=[CH:30][C:8]=1[O:9][CH2:10][CH2:11][C@@H:12]1[CH2:14][C@@H:13]1[CH:15]1[CH2:20][CH2:19][N:18](CC(C2C=CC=CC=2)=O)[CH2:17][CH2:16]1, predict the reaction product. The product is: [F:6][C:7]1[CH:33]=[C:32]([S:34]([CH3:37])(=[O:35])=[O:36])[CH:31]=[CH:30][C:8]=1[O:9][CH2:10][CH2:11][C@@H:12]1[CH2:14][C@@H:13]1[CH:15]1[CH2:16][CH2:17][NH:18][CH2:19][CH2:20]1. (2) Given the reactants [CH3:1][O-:2].[Na+:3].[NH:4]1[CH:8]=[N:7][CH:6]=[N:5]1.C[OH:10], predict the reaction product. The product is: [NH:4]1[CH:8]=[N:7][C:6]([C:1]([O-:10])=[O:2])=[N:5]1.[Na+:3]. (3) Given the reactants FC(F)(F)S(O[C:7]1[CH:12]=[C:11]([CH2:13][O:14][CH3:15])[N:10]=[C:9]([S:16][CH3:17])[N:8]=1)(=O)=O.C([N:23](CC)C(C)C)(C)C.CC(N)(C)CC(C)(C)C.FC(F)(F)C(O)=O, predict the reaction product. The product is: [CH3:15][O:14][CH2:13][C:11]1[N:10]=[C:9]([S:16][CH3:17])[N:8]=[C:7]([NH2:23])[CH:12]=1. (4) Given the reactants [OH:1][CH2:2][C@@H:3]1[C@@H:7]([O:8][Si](C(C)C)(C(C)C)C(C)C)[CH2:6][C@H:5]([NH:19][C:20]2[C:25]([C:26]([C:28]3[S:29][CH:30]=[C:31]([CH2:33][C:34]4[O:35][C:36]([C:39]([F:42])([F:41])[F:40])=[CH:37][CH:38]=4)[CH:32]=3)=[O:27])=[CH:24][N:23]=[CH:22][N:21]=2)[CH2:4]1.C(N(CC)CC)C.Cl[S:51]([NH2:54])(=[O:53])=[O:52].Cl, predict the reaction product. The product is: [S:51](=[O:53])(=[O:52])([O:1][CH2:2][C@H:3]1[CH2:4][C@@H:5]([NH:19][C:20]2[C:25]([C:26]([C:28]3[S:29][CH:30]=[C:31]([CH2:33][C:34]4[O:35][C:36]([C:39]([F:42])([F:41])[F:40])=[CH:37][CH:38]=4)[CH:32]=3)=[O:27])=[CH:24][N:23]=[CH:22][N:21]=2)[CH2:6][C@@H:7]1[OH:8])[NH2:54]. (5) Given the reactants [Br:1][C:2]1[CH:3]=[C:4]([Cl:18])[C:5]2[O:9][CH:8](/[CH:10]=[CH:11]/[C:12]([O:14]CC)=[O:13])[CH2:7][C:6]=2[CH:17]=1.C1COCC1.O.Cl, predict the reaction product. The product is: [Br:1][C:2]1[CH:3]=[C:4]([Cl:18])[C:5]2[O:9][CH:8](/[CH:10]=[CH:11]/[C:12]([OH:14])=[O:13])[CH2:7][C:6]=2[CH:17]=1. (6) Given the reactants [O:1]1[C:3]2[CH2:4][CH2:5][CH2:6][C:2]1=2.[F:7][C:8]1[CH:13]=[C:12]([SH:14])[CH:11]=[CH:10][C:9]=1[CH:15]([CH3:20])[C:16]([O:18]C)=[O:17], predict the reaction product. The product is: [F:7][C:8]1[CH:13]=[C:12]([S:14][C@H:2]2[CH2:6][CH2:5][CH2:4][C@@H:3]2[OH:1])[CH:11]=[CH:10][C:9]=1[CH:15]([CH3:20])[C:16]([OH:18])=[O:17]. (7) Given the reactants Cl.[Cl:2][C:3]1[CH:4]=[C:5]2[C:10](=[CH:11][CH:12]=1)[CH:9]=[C:8]([S:13]([CH2:16][CH2:17][C:18]([N:20]1[CH2:25][CH2:24][CH:23]([N:26]3[CH2:30][C:29]4=[CH:31][N:32]=[C:33]([CH3:34])[N:28]4[C:27]3=[O:35])[CH2:22][CH2:21]1)=[O:19])(=[O:15])=[O:14])[CH:7]=[CH:6]2, predict the reaction product. The product is: [ClH:2].[Cl:2][C:3]1[CH:4]=[C:5]2[C:10](=[CH:11][CH:12]=1)[CH:9]=[C:8]([S:13]([CH2:16][CH2:17][C:18]([N:20]1[CH2:21][CH2:22][CH:23]([N:26]3[CH2:30][C:29]4=[CH:31][N:32]=[C:33]([CH3:34])[N:28]4[C:27]3=[O:35])[CH2:24][CH2:25]1)=[O:19])(=[O:14])=[O:15])[CH:7]=[CH:6]2. (8) Given the reactants [C:1](Cl)(=[O:5])[C:2](Cl)=[O:3].[CH3:7][N:8]1[C:12]([CH2:13][CH2:14][C:15]2[CH:20]=[CH:19][C:18]([C:21]([F:24])([F:23])[F:22])=[CH:17][CH:16]=2)=[C:11]([C:25]([NH2:27])=O)[CH:10]=[N:9]1, predict the reaction product. The product is: [CH3:7][N:8]1[C:12]([CH2:13][CH2:14][C:15]2[CH:20]=[CH:19][C:18]([C:21]([F:24])([F:22])[F:23])=[CH:17][CH:16]=2)=[C:11]([C:25]2[O:3][CH2:2][C:1](=[O:5])[N:27]=2)[CH:10]=[N:9]1.